From a dataset of CYP2C19 inhibition data for predicting drug metabolism from PubChem BioAssay. Regression/Classification. Given a drug SMILES string, predict its absorption, distribution, metabolism, or excretion properties. Task type varies by dataset: regression for continuous measurements (e.g., permeability, clearance, half-life) or binary classification for categorical outcomes (e.g., BBB penetration, CYP inhibition). Dataset: cyp2c19_veith. (1) The compound is COc1ccc(-c2cnnn2-c2ccc(NC(=O)c3ccco3)cc2)cc1OC. The result is 1 (inhibitor). (2) The molecule is Cc1nc([N+](=O)[O-])c(N2CCN(C)CC2)n1Cc1ccccc1. The result is 0 (non-inhibitor).